This data is from Catalyst prediction with 721,799 reactions and 888 catalyst types from USPTO. The task is: Predict which catalyst facilitates the given reaction. (1) Reactant: [Cl:1][C:2]1[CH:3]=[C:4]([CH:7]=[CH:8][CH:9]=1)[CH:5]=O.[CH3:10][NH2:11]. Product: [Cl:1][C:2]1[CH:3]=[C:4](/[CH:5]=[N:11]/[CH3:10])[CH:7]=[CH:8][CH:9]=1. The catalyst class is: 2. (2) The catalyst class is: 6. Reactant: [CH3:1][C@H:2]1[CH2:7][C@@H:6]([OH:8])[C@H:5]([CH:9]([CH3:11])[CH3:10])[CH2:4][CH2:3]1. Product: [CH:2]1([CH3:1])[CH2:3][CH2:4][CH:5]([CH:9]([CH3:10])[CH3:11])[CH:6]([OH:8])[CH2:7]1. (3) Reactant: Br[C:2]1[CH:3]=[C:4]2[C:9](=[CH:10][CH:11]=1)[NH:8][CH2:7][CH:6]([CH2:12][CH3:13])[CH2:5]2.[CH3:14][N:15]1[CH:19]=[C:18](B2OC(C)(C)C(C)(C)O2)[CH:17]=[N:16]1.C([O-])([O-])=O.[K+].[K+]. Product: [CH2:12]([CH:6]1[CH2:5][C:4]2[C:9](=[CH:10][CH:11]=[C:2]([C:18]3[CH:17]=[N:16][N:15]([CH3:14])[CH:19]=3)[CH:3]=2)[NH:8][CH2:7]1)[CH3:13]. The catalyst class is: 117. (4) Product: [CH3:5][C:4]([CH3:7])([CH3:6])[C:3](=[O:8])[CH2:2][O:18][C:15]1[CH:16]=[CH:17][C:12]([O:11][C:10]([F:9])([F:19])[F:20])=[CH:13][CH:14]=1. Reactant: Br[CH2:2][C:3](=[O:8])[C:4]([CH3:7])([CH3:6])[CH3:5].[F:9][C:10]([F:20])([F:19])[O:11][C:12]1[CH:17]=[CH:16][C:15]([OH:18])=[CH:14][CH:13]=1.C(=O)([O-])[O-].[K+].[K+]. The catalyst class is: 10. (5) Reactant: [CH3:1][O:2][C:3]([N:5]1[C@H:10]([C:11]([N:13]2[CH2:18][CH2:17][N:16]([C:19]3[CH:24]=[CH:23][CH:22]=[CH:21][CH:20]=3)[CH2:15][CH2:14]2)=[O:12])[C@@H:9]([C:25]([O:27][CH3:28])=[O:26])[CH2:8][C@H:7]([O:29][CH2:30][C:31]([OH:33])=O)[CH2:6]1)=[O:4].[NH:34]1[CH2:38][CH2:37][CH2:36][CH2:35]1.F[P-](F)(F)(F)(F)F.N1(O[P+](N(C)C)(N(C)C)N(C)C)C2C=CC=CC=2N=N1.CN(C)C=O.C(N(CC)C(C)C)(C)C. Product: [O:33]=[C:31]([N:34]1[CH2:38][CH2:37][CH2:36][CH2:35]1)[CH2:30][O:29][C@@H:7]1[CH2:6][N:5]([C:3]([O:2][CH3:1])=[O:4])[C@H:10]([C:11]([N:13]2[CH2:14][CH2:15][N:16]([C:19]3[CH:24]=[CH:23][CH:22]=[CH:21][CH:20]=3)[CH2:17][CH2:18]2)=[O:12])[C@@H:9]([C:25]([O:27][CH3:28])=[O:26])[CH2:8]1. The catalyst class is: 13. (6) Reactant: C([Li])CCC.C(NC(C)C)(C)C.[C:13]([O:16][CH2:17][CH3:18])(=[O:15])[CH3:14].[CH3:19][C@H:20]([C@H:24]([CH3:28])[CH2:25][CH2:26][CH3:27])[C:21](Cl)=[O:22]. Product: [CH2:17]([O:16][C:13](=[O:15])[CH2:14][C:21](=[O:22])[C@H:20]([CH3:19])[C@H:24]([CH3:28])[CH2:25][CH2:26][CH3:27])[CH3:18]. The catalyst class is: 1.